Dataset: Forward reaction prediction with 1.9M reactions from USPTO patents (1976-2016). Task: Predict the product of the given reaction. (1) The product is: [C:27]([O:31][C:32]([N:34]1[CH2:39][CH2:38][N:37]([C:40]2[CH:41]=[CH:42][C:43]([NH:46][C:13]3[N:14]=[CH:15][C:10]4[CH:9]=[C:8]([CH2:1][C:2]5[CH:7]=[CH:6][CH:5]=[CH:4][CH:3]=5)[C:20](=[O:21])[N:19]([CH:22]5[CH2:26][CH2:25][CH2:24][CH2:23]5)[C:11]=4[N:12]=3)=[CH:44][CH:45]=2)[CH2:36][CH2:35]1)=[O:33])([CH3:30])([CH3:28])[CH3:29]. Given the reactants [CH2:1]([C:8]1[C:20](=[O:21])[N:19]([CH:22]2[CH2:26][CH2:25][CH2:24][CH2:23]2)[C:11]2[N:12]=[C:13](S(C)=O)[N:14]=[CH:15][C:10]=2[CH:9]=1)[C:2]1[CH:7]=[CH:6][CH:5]=[CH:4][CH:3]=1.[C:27]([O:31][C:32]([N:34]1[CH2:39][CH2:38][N:37]([C:40]2[CH:45]=[CH:44][C:43]([NH2:46])=[CH:42][CH:41]=2)[CH2:36][CH2:35]1)=[O:33])([CH3:30])([CH3:29])[CH3:28], predict the reaction product. (2) Given the reactants C1(C)C=CC=CC=1P(C1C=CC=CC=1C)C1C=CC=CC=1C.C([Zn]CC)C.Br[C:29]1[CH:30]=[C:31]2[C:36](=[CH:37][CH:38]=1)[CH2:35][CH:34]([NH:39][C:40]([C:42]1[CH:47]=[CH:46][C:45]([C:48]3[CH:53]=[CH:52][C:51]([F:54])=[CH:50][CH:49]=3)=[CH:44][CH:43]=1)=[O:41])[CH2:33][CH2:32]2.[CH3:55][N:56]1CCCC1=O, predict the reaction product. The product is: [C:55]([C:29]1[CH:30]=[C:31]2[C:36](=[CH:37][CH:38]=1)[CH2:35][CH:34]([NH:39][C:40]([C:42]1[CH:47]=[CH:46][C:45]([C:48]3[CH:53]=[CH:52][C:51]([F:54])=[CH:50][CH:49]=3)=[CH:44][CH:43]=1)=[O:41])[CH2:33][CH2:32]2)#[N:56]. (3) The product is: [NH2:1][C:2]1[S:3][C@:4]2([C:21]([O:23][CH3:24])=[O:22])[C@H:6]([C@:7]([C:10]3[CH:15]=[C:14]([NH2:16])[CH:13]=[C:12]([F:19])[C:11]=3[F:20])([CH3:9])[N:8]=1)[CH2:5]2. Given the reactants [NH2:1][C:2]1[S:3][C@:4]2([C:21]([O:23][CH3:24])=[O:22])[C@H:6]([C@:7]([C:10]3[CH:15]=[C:14]([N+:16]([O-])=O)[CH:13]=[C:12]([F:19])[C:11]=3[F:20])([CH3:9])[N:8]=1)[CH2:5]2, predict the reaction product. (4) Given the reactants [N:1]([CH2:4][C:5]1[C:6]([C:19]2[CH:24]=[CH:23][CH:22]=[CH:21][CH:20]=2)=[N:7][C:8]2[C:13]([C:14]=1[C:15]([O:17]C)=[O:16])=[CH:12][CH:11]=[CH:10][CH:9]=2)=[N+:2]=[N-:3].O.[OH-].[Li+].Cl, predict the reaction product. The product is: [N:1]([CH2:4][C:5]1[C:6]([C:19]2[CH:24]=[CH:23][CH:22]=[CH:21][CH:20]=2)=[N:7][C:8]2[C:13]([C:14]=1[C:15]([OH:17])=[O:16])=[CH:12][CH:11]=[CH:10][CH:9]=2)=[N+:2]=[N-:3]. (5) Given the reactants [F:1][C:2]([F:36])([F:35])[C:3]1[CH:4]=[C:5]([CH:28]=[C:29]([C:31]([F:34])([F:33])[F:32])[CH:30]=1)[CH2:6][CH2:7][C:8]([NH:10][CH:11]1[CH2:17][CH2:16][CH2:15][N:14]([C:18]2[NH:22][N:21]=[N:20][N:19]=2)[C:13]2[CH:23]=[C:24]([Cl:27])[CH:25]=[CH:26][C:12]1=2)=[O:9].[C:37]1(P(C2C=CC=CC=2)C2C=CC=CC=2)C=CC=CC=1.CCOC(/N=N/C(OCC)=O)=O.CO, predict the reaction product. The product is: [F:36][C:2]([F:1])([F:35])[C:3]1[CH:4]=[C:5]([CH:28]=[C:29]([C:31]([F:32])([F:34])[F:33])[CH:30]=1)[CH2:6][CH2:7][C:8]([NH:10][CH:11]1[CH2:17][CH2:16][CH2:15][N:14]([C:18]2[N:19]=[N:20][N:21]([CH3:37])[N:22]=2)[C:13]2[CH:23]=[C:24]([Cl:27])[CH:25]=[CH:26][C:12]1=2)=[O:9]. (6) Given the reactants Cl.CO[C:4]1[O:5][C:6](OC)=[CH:7][CH:8]=1.Cl.[CH2:12]([NH2:19])[C:13]1[CH:18]=[CH:17][CH:16]=[CH:15][CH:14]=1.[CH2:20]([C:27](O)=O)[C:21](CC(O)=O)=O.[OH-].[Na+], predict the reaction product. The product is: [CH2:12]([N:19]1[CH:7]2[CH2:6][CH2:27][CH:20]1[CH2:21][C:4](=[O:5])[CH2:8]2)[C:13]1[CH:18]=[CH:17][CH:16]=[CH:15][CH:14]=1.